From a dataset of NCI-60 drug combinations with 297,098 pairs across 59 cell lines. Regression. Given two drug SMILES strings and cell line genomic features, predict the synergy score measuring deviation from expected non-interaction effect. (1) Drug 1: C1CCC(CC1)NC(=O)N(CCCl)N=O. Drug 2: C1=C(C(=O)NC(=O)N1)F. Cell line: TK-10. Synergy scores: CSS=29.7, Synergy_ZIP=4.03, Synergy_Bliss=4.68, Synergy_Loewe=4.52, Synergy_HSA=8.28. (2) Drug 1: C1=CC(=CC=C1CCCC(=O)O)N(CCCl)CCCl. Drug 2: CC(C)NC(=O)C1=CC=C(C=C1)CNNC.Cl. Cell line: SNB-75. Synergy scores: CSS=9.30, Synergy_ZIP=-6.76, Synergy_Bliss=-1.55, Synergy_Loewe=-11.8, Synergy_HSA=-2.93. (3) Drug 1: CS(=O)(=O)C1=CC(=C(C=C1)C(=O)NC2=CC(=C(C=C2)Cl)C3=CC=CC=N3)Cl. Drug 2: CC1=C(C(=O)C2=C(C1=O)N3CC4C(C3(C2COC(=O)N)OC)N4)N. Cell line: SNB-19. Synergy scores: CSS=50.7, Synergy_ZIP=11.0, Synergy_Bliss=7.89, Synergy_Loewe=-14.8, Synergy_HSA=7.87. (4) Drug 1: CCCS(=O)(=O)NC1=C(C(=C(C=C1)F)C(=O)C2=CNC3=C2C=C(C=N3)C4=CC=C(C=C4)Cl)F. Drug 2: C1CN1P(=S)(N2CC2)N3CC3. Cell line: ACHN. Synergy scores: CSS=15.4, Synergy_ZIP=-12.5, Synergy_Bliss=-6.08, Synergy_Loewe=-11.1, Synergy_HSA=-5.62.